Regression/Classification. Given a drug SMILES string, predict its absorption, distribution, metabolism, or excretion properties. Task type varies by dataset: regression for continuous measurements (e.g., permeability, clearance, half-life) or binary classification for categorical outcomes (e.g., BBB penetration, CYP inhibition). Dataset: cyp2c9_veith. From a dataset of CYP2C9 inhibition data for predicting drug metabolism from PubChem BioAssay. (1) The drug is c1ccc(-c2nnc(SCc3nc4ccccc4[nH]3)n2Cc2ccco2)cc1. The result is 1 (inhibitor). (2) The molecule is O=C(O)c1cncc(C(=O)O)c1. The result is 0 (non-inhibitor). (3) The molecule is Cc1cccc(C)c1-n1c(SCC(=O)NCc2ccco2)nc2ccccc2c1=O. The result is 1 (inhibitor). (4) The drug is Cc1cnc(CNc2ncncc2-c2ccc(N(C)C)cc2)cn1. The result is 0 (non-inhibitor).